Dataset: Full USPTO retrosynthesis dataset with 1.9M reactions from patents (1976-2016). Task: Predict the reactants needed to synthesize the given product. (1) Given the product [NH:47]1[C:55]2[C:50](=[CH:51][CH:52]=[CH:53][CH:54]=2)[C:49]([C:56](=[O:60])[C:57]([NH:46][C:42]2[CH:43]=[CH:44][CH:45]=[C:40]([C:9]3[C:10]4[C:15](=[CH:14][CH:13]=[C:12]([C:16]5[N:20]=[CH:19][N:18]([C:21]([C:28]6[CH:33]=[CH:32][CH:31]=[CH:30][CH:29]=6)([C:22]6[CH:27]=[CH:26][CH:25]=[CH:24][CH:23]=6)[C:34]6[CH:35]=[CH:36][CH:37]=[CH:38][CH:39]=6)[N:17]=5)[CH:11]=4)[N:7]([CH:2]4[CH2:3][CH2:4][CH2:5][CH2:6][O:1]4)[N:8]=3)[CH:41]=2)=[O:58])=[CH:48]1, predict the reactants needed to synthesize it. The reactants are: [O:1]1[CH2:6][CH2:5][CH2:4][CH2:3][CH:2]1[N:7]1[C:15]2[C:10](=[CH:11][C:12]([C:16]3[N:20]=[CH:19][N:18]([C:21]([C:34]4[CH:39]=[CH:38][CH:37]=[CH:36][CH:35]=4)([C:28]4[CH:33]=[CH:32][CH:31]=[CH:30][CH:29]=4)[C:22]4[CH:27]=[CH:26][CH:25]=[CH:24][CH:23]=4)[N:17]=3)=[CH:13][CH:14]=2)[C:9]([C:40]2[CH:41]=[C:42]([NH2:46])[CH:43]=[CH:44][CH:45]=2)=[N:8]1.[NH:47]1[C:55]2[C:50](=[CH:51][CH:52]=[CH:53][CH:54]=2)[C:49]([C:56](=[O:60])[C:57](Cl)=[O:58])=[CH:48]1.C(N(CC)CC)C. (2) Given the product [S:41]([OH:44])(=[O:43])(=[O:42])[CH3:40].[CH3:1][C:2]1[CH:26]=[CH:25][C:5]([C:6]([NH:8][C:9]2[CH:14]=[C:13]([C:15]([F:16])([F:17])[F:18])[CH:12]=[C:11]([N:19]3[CH:23]=[C:22]([CH3:24])[N:21]=[CH:20]3)[CH:10]=2)=[O:7])=[CH:4][C:3]=1[NH:27][C:28]1[N:33]=[C:32]([C:34]2[CH:35]=[N:36][CH:37]=[CH:38][CH:39]=2)[CH:31]=[CH:30][N:29]=1, predict the reactants needed to synthesize it. The reactants are: [CH3:1][C:2]1[CH:26]=[CH:25][C:5]([C:6]([NH:8][C:9]2[CH:14]=[C:13]([C:15]([F:18])([F:17])[F:16])[CH:12]=[C:11]([N:19]3[CH:23]=[C:22]([CH3:24])[N:21]=[CH:20]3)[CH:10]=2)=[O:7])=[CH:4][C:3]=1[NH:27][C:28]1[N:33]=[C:32]([C:34]2[CH:35]=[N:36][CH:37]=[CH:38][CH:39]=2)[CH:31]=[CH:30][N:29]=1.[CH3:40][S:41]([OH:44])(=[O:43])=[O:42]. (3) Given the product [Cl:1][C:2]1[S:6][C:5]([C:7]([N:9]([C:38](=[O:39])[CH2:37][CH2:36][CH:35]([Cl:41])[CH3:34])[CH2:10][C@@H:11]2[O:15][C:14](=[O:16])[N:13]([C:17]3[CH:22]=[CH:21][C:20]([N:23]4[CH2:28][CH2:27][O:26][CH2:25][C:24]4=[O:29])=[CH:19][C:18]=3[F:30])[CH2:12]2)=[O:8])=[CH:4][CH:3]=1, predict the reactants needed to synthesize it. The reactants are: [Cl:1][C:2]1[S:6][C:5]([C:7]([NH:9][CH2:10][C@@H:11]2[O:15][C:14](=[O:16])[N:13]([C:17]3[CH:22]=[CH:21][C:20]([N:23]4[CH2:28][CH2:27][O:26][CH2:25][C:24]4=[O:29])=[CH:19][C:18]=3[F:30])[CH2:12]2)=[O:8])=[CH:4][CH:3]=1.[H-].[Na+].Cl[CH2:34][CH2:35][CH2:36][CH2:37][C:38](Cl)=[O:39].[Cl-:41].[NH4+].Cl. (4) Given the product [Cl:9][C:10]1[CH:15]=[CH:14][C:13]([CH:7]([CH:2]2[CH2:3][CH2:4][CH2:5][CH2:6][O:1]2)[OH:8])=[CH:12][CH:11]=1, predict the reactants needed to synthesize it. The reactants are: [O:1]1[CH2:6][CH2:5][CH2:4][CH2:3][CH:2]1[CH:7]=[O:8].[Cl:9][C:10]1[CH:15]=[CH:14][C:13]([Mg]Br)=[CH:12][CH:11]=1. (5) The reactants are: S(=O)(=O)(O)O.[Br:6][C:7]1[CH:22]=[CH:21][C:10]([O:11][C:12]2[C:17]([C:18]([OH:20])=O)=[CH:16][N:15]=[CH:14][CH:13]=2)=[CH:9][CH:8]=1.[OH-].[Na+]. Given the product [Br:6][C:7]1[CH:8]=[CH:9][C:10]2[O:11][C:12]3[CH:13]=[CH:14][N:15]=[CH:16][C:17]=3[C:18](=[O:20])[C:21]=2[CH:22]=1, predict the reactants needed to synthesize it.